From a dataset of NCI-60 drug combinations with 297,098 pairs across 59 cell lines. Regression. Given two drug SMILES strings and cell line genomic features, predict the synergy score measuring deviation from expected non-interaction effect. Drug 1: CC1=CC=C(C=C1)C2=CC(=NN2C3=CC=C(C=C3)S(=O)(=O)N)C(F)(F)F. Drug 2: C1CN(CCN1C(=O)CCBr)C(=O)CCBr. Cell line: HCT116. Synergy scores: CSS=46.0, Synergy_ZIP=-3.41, Synergy_Bliss=1.03, Synergy_Loewe=5.15, Synergy_HSA=5.75.